This data is from Forward reaction prediction with 1.9M reactions from USPTO patents (1976-2016). The task is: Predict the product of the given reaction. (1) Given the reactants [S:1]1[CH:5]=[C:4]([CH:6]=O)[C:3]([CH:8]=O)=[CH:2]1.C1CCN2C(=[N:14]CCC2)CC1.S1C=CC=C1.[C:26]([O:32][C:33](C(F)(F)F)=O)([C:28](F)(F)F)=[O:27], predict the reaction product. The product is: [CH:5]1[S:1][CH:2]=[C:3]2[C:4]=1[CH:6]=[C:28]([C:26]([O:32][CH3:33])=[O:27])[N:14]=[CH:8]2. (2) Given the reactants [Cl:1][C:2]1[CH:7]=[CH:6][C:5]([C@@H:8]2[CH2:12][C@@H:11](O)[CH2:10][C@H:9]2[C:14]([N:16]2[CH2:21][CH2:20][C:19]([CH2:28][N:29]3[C:33]([CH3:35])([CH3:34])[CH2:32][O:31][C:30]3=[O:36])([CH:22]3[CH2:27][CH2:26][CH2:25][CH2:24][CH2:23]3)[CH2:18][CH2:17]2)=[O:15])=[CH:4][CH:3]=1.[CH3:37][NH:38][S:39]([C:42]1[CH:47]=[CH:46][C:45]([N+:48]([O-:50])=[O:49])=[CH:44][C:43]=1[N+:51]([O-:53])=[O:52])(=[O:41])=[O:40].C1(P(C2C=CC=CC=2)C2C=CC=CC=2)C=CC=CC=1.N(C(OCC)=O)=NC(OCC)=O, predict the reaction product. The product is: [Cl:1][C:2]1[CH:3]=[CH:4][C:5]([C@H:8]2[C@H:9]([C:14]([N:16]3[CH2:17][CH2:18][C:19]([CH:22]4[CH2:27][CH2:26][CH2:25][CH2:24][CH2:23]4)([CH2:28][N:29]4[C:33]([CH3:34])([CH3:35])[CH2:32][O:31][C:30]4=[O:36])[CH2:20][CH2:21]3)=[O:15])[CH2:10][C@@H:11]([N:38]([CH3:37])[S:39]([C:42]3[CH:47]=[CH:46][C:45]([N+:48]([O-:50])=[O:49])=[CH:44][C:43]=3[N+:51]([O-:53])=[O:52])(=[O:41])=[O:40])[CH2:12]2)=[CH:6][CH:7]=1.